From a dataset of NCI-60 drug combinations with 297,098 pairs across 59 cell lines. Regression. Given two drug SMILES strings and cell line genomic features, predict the synergy score measuring deviation from expected non-interaction effect. (1) Drug 1: C1CN1C2=NC(=NC(=N2)N3CC3)N4CC4. Drug 2: CC12CCC3C(C1CCC2OP(=O)(O)O)CCC4=C3C=CC(=C4)OC(=O)N(CCCl)CCCl.[Na+]. Cell line: SK-MEL-5. Synergy scores: CSS=48.5, Synergy_ZIP=-8.92, Synergy_Bliss=-6.47, Synergy_Loewe=-19.8, Synergy_HSA=-1.31. (2) Drug 1: C1=NC(=NC(=O)N1C2C(C(C(O2)CO)O)O)N. Drug 2: CC1=C(C(=O)C2=C(C1=O)N3CC4C(C3(C2COC(=O)N)OC)N4)N. Cell line: CAKI-1. Synergy scores: CSS=36.8, Synergy_ZIP=-4.07, Synergy_Bliss=3.36, Synergy_Loewe=-15.6, Synergy_HSA=-9.27. (3) Drug 1: CC1C(C(CC(O1)OC2CC(OC(C2O)C)OC3=CC4=CC5=C(C(=O)C(C(C5)C(C(=O)C(C(C)O)O)OC)OC6CC(C(C(O6)C)O)OC7CC(C(C(O7)C)O)OC8CC(C(C(O8)C)O)(C)O)C(=C4C(=C3C)O)O)O)O. Drug 2: CC(C)CN1C=NC2=C1C3=CC=CC=C3N=C2N. Cell line: SN12C. Synergy scores: CSS=51.5, Synergy_ZIP=-1.52, Synergy_Bliss=-2.70, Synergy_Loewe=-4.09, Synergy_HSA=-1.99. (4) Drug 1: C1CCC(CC1)NC(=O)N(CCCl)N=O. Drug 2: CN(C)N=NC1=C(NC=N1)C(=O)N. Cell line: LOX IMVI. Synergy scores: CSS=59.5, Synergy_ZIP=-3.57, Synergy_Bliss=-1.63, Synergy_Loewe=2.00, Synergy_HSA=5.37. (5) Drug 1: CC1=C2C(C(=O)C3(C(CC4C(C3C(C(C2(C)C)(CC1OC(=O)C(C(C5=CC=CC=C5)NC(=O)OC(C)(C)C)O)O)OC(=O)C6=CC=CC=C6)(CO4)OC(=O)C)O)C)O. Drug 2: CCN(CC)CCNC(=O)C1=C(NC(=C1C)C=C2C3=C(C=CC(=C3)F)NC2=O)C. Cell line: OVCAR-4. Synergy scores: CSS=14.8, Synergy_ZIP=7.24, Synergy_Bliss=7.90, Synergy_Loewe=10.4, Synergy_HSA=7.93.